The task is: Regression. Given two drug SMILES strings and cell line genomic features, predict the synergy score measuring deviation from expected non-interaction effect.. This data is from NCI-60 drug combinations with 297,098 pairs across 59 cell lines. (1) Drug 1: CN(C)C(=N)N=C(N)N. Drug 2: C1CC(C1)(C2=CC=C(C=C2)C3=C(C=C4C(=N3)C=CN5C4=NNC5=O)C6=CC=CC=C6)N. Cell line: HCT116. Synergy scores: CSS=3.47, Synergy_ZIP=-0.436, Synergy_Bliss=-0.827, Synergy_Loewe=-22.9, Synergy_HSA=-0.178. (2) Drug 1: C1CC(C1)(C(=O)O)C(=O)O.[NH2-].[NH2-].[Pt+2]. Drug 2: CC=C1C(=O)NC(C(=O)OC2CC(=O)NC(C(=O)NC(CSSCCC=C2)C(=O)N1)C(C)C)C(C)C. Cell line: OVCAR-8. Synergy scores: CSS=16.4, Synergy_ZIP=3.20, Synergy_Bliss=3.33, Synergy_Loewe=-17.2, Synergy_HSA=-2.63. (3) Drug 1: CCCCC(=O)OCC(=O)C1(CC(C2=C(C1)C(=C3C(=C2O)C(=O)C4=C(C3=O)C=CC=C4OC)O)OC5CC(C(C(O5)C)O)NC(=O)C(F)(F)F)O. Drug 2: N.N.Cl[Pt+2]Cl. Cell line: BT-549. Synergy scores: CSS=43.0, Synergy_ZIP=-7.32, Synergy_Bliss=-4.97, Synergy_Loewe=-0.314, Synergy_HSA=1.88. (4) Cell line: SNB-19. Drug 1: C1CC(=O)NC(=O)C1N2CC3=C(C2=O)C=CC=C3N. Drug 2: CC(CN1CC(=O)NC(=O)C1)N2CC(=O)NC(=O)C2. Synergy scores: CSS=20.6, Synergy_ZIP=-2.47, Synergy_Bliss=1.79, Synergy_Loewe=5.24, Synergy_HSA=3.94. (5) Drug 1: CC1OCC2C(O1)C(C(C(O2)OC3C4COC(=O)C4C(C5=CC6=C(C=C35)OCO6)C7=CC(=C(C(=C7)OC)O)OC)O)O. Drug 2: C1=CC=C(C(=C1)C(C2=CC=C(C=C2)Cl)C(Cl)Cl)Cl. Cell line: U251. Synergy scores: CSS=48.3, Synergy_ZIP=-0.324, Synergy_Bliss=-0.0808, Synergy_Loewe=-32.6, Synergy_HSA=0.567. (6) Drug 1: C1CC(=O)NC(=O)C1N2CC3=C(C2=O)C=CC=C3N. Drug 2: CC12CCC3C(C1CCC2=O)CC(=C)C4=CC(=O)C=CC34C. Cell line: UO-31. Synergy scores: CSS=20.2, Synergy_ZIP=5.76, Synergy_Bliss=5.28, Synergy_Loewe=-7.98, Synergy_HSA=4.98. (7) Drug 1: C1=CN(C=N1)CC(O)(P(=O)(O)O)P(=O)(O)O. Drug 2: CN(CC1=CN=C2C(=N1)C(=NC(=N2)N)N)C3=CC=C(C=C3)C(=O)NC(CCC(=O)O)C(=O)O. Cell line: HCC-2998. Synergy scores: CSS=20.0, Synergy_ZIP=6.03, Synergy_Bliss=6.95, Synergy_Loewe=-24.9, Synergy_HSA=1.67. (8) Drug 1: C1=CC(=CC=C1CC(C(=O)O)N)N(CCCl)CCCl.Cl. Drug 2: CN1C2=C(C=C(C=C2)N(CCCl)CCCl)N=C1CCCC(=O)O.Cl. Cell line: COLO 205. Synergy scores: CSS=19.0, Synergy_ZIP=4.13, Synergy_Bliss=5.43, Synergy_Loewe=-14.8, Synergy_HSA=-1.72. (9) Drug 1: CCC1(CC2CC(C3=C(CCN(C2)C1)C4=CC=CC=C4N3)(C5=C(C=C6C(=C5)C78CCN9C7C(C=CC9)(C(C(C8N6C=O)(C(=O)OC)O)OC(=O)C)CC)OC)C(=O)OC)O.OS(=O)(=O)O. Drug 2: C1CNP(=O)(OC1)N(CCCl)CCCl. Cell line: OVCAR-8. Synergy scores: CSS=2.15, Synergy_ZIP=0.260, Synergy_Bliss=2.95, Synergy_Loewe=2.11, Synergy_HSA=1.44.